This data is from Full USPTO retrosynthesis dataset with 1.9M reactions from patents (1976-2016). The task is: Predict the reactants needed to synthesize the given product. Given the product [Br:1][C:2]1[N:3]=[C:4]([C:22]([CH3:25])([CH3:24])[CH3:23])[N:5]([CH2:14][O:15][CH2:16][CH2:17][Si:18]([CH3:21])([CH3:20])[CH3:19])[C:6]=1[C:7]1[CH:12]=[CH:11][N:10]=[C:9]([NH:34][C:32]2[CH:31]=[CH:30][N:29]=[C:28]([O:27][CH3:26])[CH:33]=2)[N:8]=1, predict the reactants needed to synthesize it. The reactants are: [Br:1][C:2]1[N:3]=[C:4]([C:22]([CH3:25])([CH3:24])[CH3:23])[N:5]([CH2:14][O:15][CH2:16][CH2:17][Si:18]([CH3:21])([CH3:20])[CH3:19])[C:6]=1[C:7]1[CH:12]=[CH:11][N:10]=[C:9](Cl)[N:8]=1.[CH3:26][O:27][C:28]1[CH:33]=[C:32]([NH2:34])[CH:31]=[CH:30][N:29]=1.CC1(C)C2C(=C(P(C3C=CC=CC=3)C3C=CC=CC=3)C=CC=2)OC2C(P(C3C=CC=CC=3)C3C=CC=CC=3)=CC=CC1=2.C(=O)([O-])[O-].[Cs+].[Cs+].